This data is from Full USPTO retrosynthesis dataset with 1.9M reactions from patents (1976-2016). The task is: Predict the reactants needed to synthesize the given product. (1) Given the product [F:10][C:11]1[CH:12]=[CH:13][C:14]([C:17]2([CH2:23][O:24][CH2:25][C:26]3[O:28][N:49]=[C:47]([C:44]4[CH:43]=[CH:42][C:41]([CH2:40][N:38]5[CH2:37][CH:36]([C:34]([O:33][C:29]([CH3:30])([CH3:32])[CH3:31])=[O:35])[CH2:39]5)=[CH:46][CH:45]=4)[N:48]=3)[CH2:18][CH2:19][CH2:20][CH2:21][CH2:22]2)=[CH:15][CH:16]=1, predict the reactants needed to synthesize it. The reactants are: C(N=C=NC(C)C)(C)C.[F:10][C:11]1[CH:16]=[CH:15][C:14]([C:17]2([CH2:23][O:24][CH2:25][C:26]([OH:28])=O)[CH2:22][CH2:21][CH2:20][CH2:19][CH2:18]2)=[CH:13][CH:12]=1.[C:29]([O:33][C:34]([CH:36]1[CH2:39][N:38]([CH2:40][C:41]2[CH:46]=[CH:45][C:44]([C:47](=[N:49]O)[NH2:48])=[CH:43][CH:42]=2)[CH2:37]1)=[O:35])([CH3:32])([CH3:31])[CH3:30].[F-].C([N+](CCCC)(CCCC)CCCC)CCC. (2) Given the product [CH3:1][S:2]([NH:5][C:6]1[CH:7]=[C:8]([CH2:12][C:13]([OH:15])=[O:14])[CH:9]=[CH:10][CH:11]=1)(=[O:4])=[O:3], predict the reactants needed to synthesize it. The reactants are: [CH3:1][S:2]([NH:5][C:6]1[CH:7]=[C:8]([CH2:12][C:13]([O:15]C)=[O:14])[CH:9]=[CH:10][CH:11]=1)(=[O:4])=[O:3].[OH-].[Na+].Cl.O. (3) Given the product [C:15]([O:19][C:20]([N:22]1[CH2:27][CH2:26][N:25]([C:11]([C:9]2[S:8][C:5]3[CH2:6][NH:7][CH:2]([CH3:1])[CH2:3][C:4]=3[N:10]=2)=[O:13])[CH2:24][CH2:23]1)=[O:21])([CH3:18])([CH3:16])[CH3:17], predict the reactants needed to synthesize it. The reactants are: [CH3:1][CH:2]1[NH:7][CH2:6][C:5]2[S:8][C:9]([C:11]([O-:13])=O)=[N:10][C:4]=2[CH2:3]1.[Li+].[C:15]([O:19][C:20]([N:22]1[CH2:27][CH2:26][NH:25][CH2:24][CH2:23]1)=[O:21])([CH3:18])([CH3:17])[CH3:16].O.ON1C2C=CC=CC=2N=N1.Cl.CN(C)CCCN=C=NCC. (4) Given the product [Cl:13][C:14]1[CH:15]=[C:16]([N:22]([CH2:10][CH2:9][C:5]2[CH:6]=[CH:7][CH:8]=[C:3]([O:2][CH3:1])[CH:4]=2)[C:3](=[O:2])[CH2:8][CH3:7])[CH:17]=[CH:18][C:19]=1[O:20][CH3:21], predict the reactants needed to synthesize it. The reactants are: [CH3:1][O:2][C:3]1[CH:4]=[C:5]([CH2:9][C:10](Cl)=O)[CH:6]=[CH:7][CH:8]=1.[Cl:13][C:14]1[CH:15]=[C:16]([NH2:22])[CH:17]=[CH:18][C:19]=1[O:20][CH3:21]. (5) The reactants are: [H-].[Na+].[CH2:3]([N:10]1[CH2:15][CH2:14][C:13]2([CH:19]([C:20]3[CH:25]=[CH:24][C:23]([CH:26]([CH3:28])[CH3:27])=[CH:22][CH:21]=3)[C:18]3[C:29]([CH3:36])=[C:30]([OH:35])[C:31]([CH3:34])=[C:32]([CH3:33])[C:17]=3[O:16]2)[CH2:12][CH2:11]1)[C:4]1[CH:9]=[CH:8][CH:7]=[CH:6][CH:5]=1.[CH3:37][O:38][C:39]1[CH:46]=[CH:45][C:42]([CH2:43]Cl)=[CH:41][CH:40]=1.O. Given the product [CH2:3]([N:10]1[CH2:15][CH2:14][C:13]2([CH:19]([C:20]3[CH:21]=[CH:22][C:23]([CH:26]([CH3:28])[CH3:27])=[CH:24][CH:25]=3)[C:18]3[C:29]([CH3:36])=[C:30]([O:35][CH2:43][C:42]4[CH:45]=[CH:46][C:39]([O:38][CH3:37])=[CH:40][CH:41]=4)[C:31]([CH3:34])=[C:32]([CH3:33])[C:17]=3[O:16]2)[CH2:12][CH2:11]1)[C:4]1[CH:9]=[CH:8][CH:7]=[CH:6][CH:5]=1, predict the reactants needed to synthesize it. (6) Given the product [Cl:1][C:2]1[CH:18]=[CH:17][C:5]2[CH2:6][CH2:7][NH:8][CH2:9][CH2:10][C:4]=2[C:3]=1[C:19]#[C:20][CH2:21][CH2:22][NH:23][C:24](=[O:29])[C:25]([CH3:27])([CH3:26])[CH3:28], predict the reactants needed to synthesize it. The reactants are: [Cl:1][C:2]1[CH:18]=[CH:17][C:5]2[CH2:6][CH2:7][N:8](C(=O)C(F)(F)F)[CH2:9][CH2:10][C:4]=2[C:3]=1[C:19]#[C:20][CH2:21][CH2:22][NH:23][C:24](=[O:29])[C:25]([CH3:28])([CH3:27])[CH3:26]. (7) The reactants are: Cl[CH2:2][O:3][C:4](=[O:24])[C:5]([CH3:23])([CH3:22])[CH2:6][O:7][C:8](=[O:21])[C@H:9]([CH:18]([CH3:20])[CH3:19])[NH:10][C:11]([O:13][C:14]([CH3:17])([CH3:16])[CH3:15])=[O:12].[I-:25].[Na+]. Given the product [I:25][CH2:2][O:3][C:4](=[O:24])[C:5]([CH3:23])([CH3:22])[CH2:6][O:7][C:8](=[O:21])[C@H:9]([CH:18]([CH3:20])[CH3:19])[NH:10][C:11]([O:13][C:14]([CH3:17])([CH3:16])[CH3:15])=[O:12], predict the reactants needed to synthesize it. (8) Given the product [CH2:16]([C:15]([CH2:1][CH3:2])([CH2:18][CH:19]=[CH2:21])[C:14]([O:13][CH2:11][CH3:12])=[O:20])[CH3:17], predict the reactants needed to synthesize it. The reactants are: [CH3:1][C:2](C)(CC=C)C(OC)=O.[CH2:11]([O:13][C:14](=[O:20])[CH:15]([CH2:18][CH3:19])[CH2:16][CH3:17])[CH3:12].[CH3:21]OC(=O)C(C)C. (9) Given the product [N:29]1[N:30]2[C:31]([CH2:32][O:33][CH2:34][CH2:35]2)=[CH:36][C:28]=1/[CH:5]=[C:6]1\[C@@H:7]2[N:11]([C:12]\1=[O:13])[C:10]([C:14]([OH:16])=[O:15])=[CH:9][S:8]2, predict the reactants needed to synthesize it. The reactants are: C(O[CH:5]([C:28]1[CH:36]=[C:31]2[CH2:32][O:33][CH2:34][CH2:35][N:30]2[N:29]=1)[C:6]1(Br)[C:12](=[O:13])[N:11]2[C@@H:7]1[S:8][CH:9]=[C:10]2[C:14]([O:16]CC1C=CC([N+]([O-])=O)=CC=1)=[O:15])(=O)C.P([O-])([O-])([O-])=O.